Dataset: Full USPTO retrosynthesis dataset with 1.9M reactions from patents (1976-2016). Task: Predict the reactants needed to synthesize the given product. (1) Given the product [CH2:11]([N:18]1[CH2:19][CH2:20][N:21]([CH2:24][C:25]2[CH:30]=[CH:29][CH:28]=[CH:27][CH:26]=2)[CH2:22][C@@H:23]1[CH2:6][CH:5]=[O:9])[C:12]1[CH:13]=[CH:14][CH:15]=[CH:16][CH:17]=1, predict the reactants needed to synthesize it. The reactants are: CS(C)=O.[C:5](Cl)(=[O:9])[C:6](Cl)=O.[CH2:11]([N:18]1[CH2:23][CH2:22][N:21]([CH2:24][C:25]2[CH:30]=[CH:29][CH:28]=[CH:27][CH:26]=2)[CH2:20][CH:19]1C(O)C)[C:12]1[CH:17]=[CH:16][CH:15]=[CH:14][CH:13]=1.C(N(CC)CC)C.[Cl-].[NH4+]. (2) Given the product [Cl:28][C:17]1[CH:18]=[N:19][C:20]2[C:25]([C:16]=1[N:13]1[CH2:12][CH2:11][CH:10]([CH2:9][CH2:8][NH2:7])[CH2:15][CH2:14]1)=[CH:24][C:23]([O:26][CH3:27])=[CH:22][CH:21]=2, predict the reactants needed to synthesize it. The reactants are: C(OC(=O)[NH:7][CH2:8][CH2:9][CH:10]1[CH2:15][CH2:14][N:13]([C:16]2[C:25]3[C:20](=[CH:21][CH:22]=[C:23]([O:26][CH3:27])[CH:24]=3)[N:19]=[CH:18][C:17]=2[Cl:28])[CH2:12][CH2:11]1)(C)(C)C.C(O)(C(F)(F)F)=O. (3) Given the product [Cl:22][C:3]1[CH:4]=[C:5]([C:19]([NH2:21])=[O:20])[C:6]2[NH:7][C:8]3[C:13]([C:14]=2[C:2]=1[C:29]1[CH:28]=[CH:27][CH:26]=[C:25]([N:39]2[C:48](=[O:49])[C:47]4[C:42](=[C:43]([F:50])[CH:44]=[CH:45][CH:46]=4)[NH:41][C:40]2=[O:51])[C:24]=1[Cl:23])=[CH:12][CH:11]=[C:10]([C:15]([OH:18])([CH3:17])[CH3:16])[CH:9]=3, predict the reactants needed to synthesize it. The reactants are: Br[C:2]1[C:14]2[C:13]3[C:8](=[CH:9][C:10]([C:15]([OH:18])([CH3:17])[CH3:16])=[CH:11][CH:12]=3)[NH:7][C:6]=2[C:5]([C:19]([NH2:21])=[O:20])=[CH:4][C:3]=1[Cl:22].[Cl:23][C:24]1[C:29](B2OC(C)(C)C(C)(C)O2)=[CH:28][CH:27]=[CH:26][C:25]=1[N:39]1[C:48](=[O:49])[C:47]2[C:42](=[C:43]([F:50])[CH:44]=[CH:45][CH:46]=2)[NH:41][C:40]1=[O:51].[O-]P([O-])([O-])=O.[K+].[K+].[K+]. (4) Given the product [O:1]=[C:2]([OH:11])[C@@H:3]([C@H:5]([C@@H:7]([CH2:9][OH:10])[OH:8])[OH:6])[OH:4], predict the reactants needed to synthesize it. The reactants are: [O:1]=[C:2]([O-:11])[C@@H:3]([C@H:5]([C@@H:7]([CH2:9][OH:10])[OH:8])[OH:6])[OH:4].C(O)[C@@H]([C@H]([C@@H](CO)O)O)O.C([O-])(=O)C. (5) Given the product [CH2:14]([CH:10]1[CH2:11][CH2:12][CH2:13][N:8]([CH2:7][C:6]2[CH:5]=[CH:4][C:3]([O:2][C:1]3[CH:35]=[CH:34][C:31]([C:32]([NH2:33])=[O:44])=[CH:30][N:29]=3)=[CH:18][CH:17]=2)[CH2:9]1)[CH2:15][CH3:16], predict the reactants needed to synthesize it. The reactants are: [CH3:1][O:2][C:3]1[CH:18]=[CH:17][C:6]([CH2:7][N:8]2[CH2:13][CH2:12][CH2:11][CH:10]([CH2:14][CH2:15][CH3:16])[CH2:9]2)=[CH:5][CH:4]=1.[H][H].C(C1C=CC(OC2[CH:35]=[CH:34][C:31]([C:32]#[N:33])=[CH:30][N:29]=2)=CC=1)=O.[BH3-]C#N.[Na+].CC(O)=[O:44].CO. (6) Given the product [CH3:9][O:8][C:5]1[CH:6]=[CH:7][C:2]([N:10]2[CH2:15][CH2:14][CH2:13][CH2:12][CH2:11]2)=[CH:3][CH:4]=1, predict the reactants needed to synthesize it. The reactants are: Cl[C:2]1[CH:7]=[CH:6][C:5]([O:8][CH3:9])=[CH:4][CH:3]=1.[NH:10]1[CH2:15][CH2:14][CH2:13][CH2:12][CH2:11]1.CC([O-])(C)C.[Na+].